Dataset: Full USPTO retrosynthesis dataset with 1.9M reactions from patents (1976-2016). Task: Predict the reactants needed to synthesize the given product. Given the product [CH:23]1([C@@:29]([OH:38])([C:33]2[S:34][CH:35]=[CH:36][CH:37]=2)[C:30]([OH:32])=[O:31])[CH2:28][CH2:27][CH2:26][CH2:25][CH2:24]1.[CH2:1]=[CH:2][C@@H:3]1[C@@H:8]2[CH2:9][C@@H:10]([C@H:11]([OH:22])[C:12]3[C:21]4[C:16](=[CH:17][CH:18]=[CH:19][CH:20]=4)[N:15]=[CH:14][CH:13]=3)[N:5]([CH2:6][CH2:7]2)[CH2:4]1, predict the reactants needed to synthesize it. The reactants are: [CH2:1]=[CH:2][C@@H:3]1[C@@H:8]2[CH2:9][C@@H:10]([C@H:11]([OH:22])[C:12]3[C:21]4[C:16](=[CH:17][CH:18]=[CH:19][CH:20]=4)[N:15]=[CH:14][CH:13]=3)[N:5]([CH2:6][CH2:7]2)[CH2:4]1.[CH:23]1([C:29]([OH:38])([C:33]2[S:34][CH:35]=[CH:36][CH:37]=2)[C:30]([OH:32])=[O:31])[CH2:28][CH2:27][CH2:26][CH2:25][CH2:24]1.